This data is from Reaction yield outcomes from USPTO patents with 853,638 reactions. The task is: Predict the reaction yield, written as a fraction of the theoretical maximum amount of product (1.0 means a 100% yield; for example, 0.34 means a 34% yield). (1) The reactants are C1(C)C=CC=CC=1.Br[C:9]1[CH:10]=[CH:11][C:12]([C:15](=[O:17])[CH3:16])=[N:13][CH:14]=1.[CH3:18][O:19][C:20]1[CH:25]=[CH:24][C:23](B(O)O)=[CH:22][CH:21]=1.C([O-])([O-])=O.[Na+].[Na+]. The catalyst is C1C=CC([P]([Pd]([P](C2C=CC=CC=2)(C2C=CC=CC=2)C2C=CC=CC=2)([P](C2C=CC=CC=2)(C2C=CC=CC=2)C2C=CC=CC=2)[P](C2C=CC=CC=2)(C2C=CC=CC=2)C2C=CC=CC=2)(C2C=CC=CC=2)C2C=CC=CC=2)=CC=1.C(O)C. The product is [CH3:18][O:19][C:20]1[CH:25]=[CH:24][C:23]([C:9]2[CH:10]=[CH:11][C:12]([C:15](=[O:17])[CH3:16])=[N:13][CH:14]=2)=[CH:22][CH:21]=1. The yield is 0.880. (2) The reactants are [F:1][C:2]1[CH:3]=[C:4]([CH2:10][N:11]2[C:19]3[C:14](=[N:15][CH:16]=[C:17]([CH3:20])[CH:18]=3)[C:13]([C:21](O)=[O:22])=[CH:12]2)[C:5]([CH3:9])=[N:6][C:7]=1[CH3:8].CN(C(ON1N=NC2C=CC=NC1=2)=[N+](C)C)C.F[P-](F)(F)(F)(F)F.[F:48][CH2:49][CH2:50][NH2:51].C(N(CC)CC)C. The catalyst is CN1C(=O)CCC1.O. The product is [F:1][C:2]1[CH:3]=[C:4]([CH2:10][N:11]2[C:19]3[C:14](=[N:15][CH:16]=[C:17]([CH3:20])[CH:18]=3)[C:13]([C:21]([NH:51][CH2:50][CH2:49][F:48])=[O:22])=[CH:12]2)[C:5]([CH3:9])=[N:6][C:7]=1[CH3:8]. The yield is 0.656. (3) The reactants are [Na].[CH3:2][C:3]1[CH:12]=[C:11]([CH2:13][O:14][C:15]2[CH:20]=[CH:19][C:18]([S:21]([OH:24])(=O)=[O:22])=[CH:17][CH:16]=2)[C:10]2[C:5](=[CH:6][CH:7]=[CH:8][CH:9]=2)[N:4]=1.C(Cl)(=O)C([Cl:28])=O. The catalyst is CN(C)C=O.ClCCl. The product is [ClH:28].[CH3:2][C:3]1[CH:12]=[C:11]([CH2:13][O:14][C:15]2[CH:20]=[CH:19][C:18]([S:21]([Cl:28])(=[O:24])=[O:22])=[CH:17][CH:16]=2)[C:10]2[C:5](=[CH:6][CH:7]=[CH:8][CH:9]=2)[N:4]=1. The yield is 0.920. (4) The reactants are [NH2:1][C:2]1[O:6][N:5]=[C:4]([CH3:7])[C:3]=1[Br:8].[C:9]1([S:15][C:16]2[CH:20]=[CH:19][S:18][C:17]=2[S:21](Cl)(=[O:23])=[O:22])[CH:14]=[CH:13][CH:12]=[CH:11][CH:10]=1. No catalyst specified. The product is [Br:8][C:3]1[C:4]([CH3:7])=[N:5][O:6][C:2]=1[NH:1][S:21]([C:17]1[S:18][CH:19]=[CH:20][C:16]=1[S:15][C:9]1[CH:14]=[CH:13][CH:12]=[CH:11][CH:10]=1)(=[O:23])=[O:22]. The yield is 0.830. (5) The yield is 0.980. The catalyst is ClCCl. The product is [CH3:5][O:4][N:3]([CH3:2])[C:27]([C:13]1[C:12](=[O:31])[C:11]([CH3:10])=[CH:16][N:15]([C:17]2[CH:22]=[CH:21][CH:20]=[C:19]([C:23]([F:24])([F:26])[F:25])[CH:18]=2)[N:14]=1)=[O:28]. The reactants are Cl.[CH3:2][NH:3][O:4][CH3:5].C[Al](C)C.[CH3:10][C:11]1[C:12](=[O:31])[C:13]([C:27](OC)=[O:28])=[N:14][N:15]([C:17]2[CH:22]=[CH:21][CH:20]=[C:19]([C:23]([F:26])([F:25])[F:24])[CH:18]=2)[CH:16]=1. (6) The reactants are [CH2:1]([O:3][C:4]1[CH:9]=[CH:8][C:7]([N:10]=[C:11]=[S:12])=[CH:6][CH:5]=1)[CH3:2].[N:13]1[CH:18]=[CH:17][CH:16]=[CH:15][C:14]=1[CH2:19][CH2:20][NH2:21].C(O)C(N)(CO)CO. The catalyst is O1CCOCC1. The product is [CH2:1]([O:3][C:4]1[CH:9]=[CH:8][C:7]([NH:10][C:11]([NH:21][CH2:20][CH2:19][C:14]2[CH:15]=[CH:16][CH:17]=[CH:18][N:13]=2)=[S:12])=[CH:6][CH:5]=1)[CH3:2]. The yield is 0.320. (7) The reactants are [CH3:1][CH:2]([CH3:17])[CH2:3][CH2:4][N:5]1[C:10]2[N:11]=[CH:12][CH:13]=[CH:14][C:9]=2[C:8](=[O:15])O[C:6]1=[O:16].[O:18]=[S:19]1(=[O:35])[C:24]2[CH:25]=[CH:26][CH:27]=[CH:28][C:23]=2[NH:22][C:21]([CH2:29]C(OCC)=O)=[N:20]1.[H-].[Na+].C(O)(=O)C. The catalyst is C1COCC1.Cl. The product is [O:35]=[S:19]1(=[O:18])[C:24]2[CH:25]=[CH:26][CH:27]=[CH:28][C:23]=2[NH:22][C:21]([C:29]2[C:6](=[O:16])[N:5]([CH2:4][CH2:3][CH:2]([CH3:1])[CH3:17])[C:10]3[C:9]([C:8]=2[OH:15])=[CH:14][CH:13]=[CH:12][N:11]=3)=[N:20]1. The yield is 0.200. (8) The reactants are O1CCCCC1[N:7]1[CH:11]=[N:10][C:9]([C:12]2[N:17]=[CH:16][C:15]([C:18]3[N:19]=[C:20]4[N:27]([CH:28]5[CH2:33][CH2:32][O:31][CH2:30][CH2:29]5)[CH2:26][C:25](=[O:34])[NH:24][C:21]4=[N:22][CH:23]=3)=[CH:14][CH:13]=2)=[N:8]1. The catalyst is Cl. The product is [NH:7]1[CH:11]=[N:10][C:9]([C:12]2[N:17]=[CH:16][C:15]([C:18]3[N:19]=[C:20]4[N:27]([CH:28]5[CH2:29][CH2:30][O:31][CH2:32][CH2:33]5)[CH2:26][C:25](=[O:34])[NH:24][C:21]4=[N:22][CH:23]=3)=[CH:14][CH:13]=2)=[N:8]1. The yield is 0.340. (9) The reactants are C1(P(C2C=CC=CC=2)C2C=CC=CC=2)C=CC=CC=1.[Br:20][C:21]1[CH:22]=[CH:23][C:24]([N+:28]([O-:30])=[O:29])=[C:25]([OH:27])[CH:26]=1.[C:31]([O:36][CH3:37])(=[O:35])[C@H:32]([CH3:34])O.N(C(OC(C)C)=O)=NC(OC(C)C)=O. The catalyst is C(Cl)Cl. The product is [Br:20][C:21]1[CH:22]=[CH:23][C:24]([N+:28]([O-:30])=[O:29])=[C:25]([CH:26]=1)[O:27][C@H:32]([CH3:34])[C:31]([O:36][CH3:37])=[O:35]. The yield is 0.940. (10) The reactants are [CH2:1]([C@H:8]([NH:20][C:21](=[O:31])[O:22][C@@H:23]1[C@H:30]2[C@H:26]([O:27][CH2:28][CH2:29]2)[O:25][CH2:24]1)[C@H:9]([OH:19])[CH2:10][NH:11][O:12][CH:13]1[CH2:18][CH2:17][O:16][CH2:15][CH2:14]1)[C:2]1[CH:7]=[CH:6][CH:5]=[CH:4][CH:3]=1.[O:32]1[C:36]2[CH:37]=[CH:38][C:39]([S:41](Cl)(=[O:43])=[O:42])=[CH:40][C:35]=2[O:34][CH2:33]1.C(N(C(C)C)CC)(C)C. The catalyst is C1COCC1.C(OCC)(=O)C. The product is [O:32]1[C:36]2[CH:37]=[CH:38][C:39]([S:41]([N:11]([O:12][CH:13]3[CH2:18][CH2:17][O:16][CH2:15][CH2:14]3)[CH2:10][CH:9]([OH:19])[CH:8]([NH:20][C:21](=[O:31])[O:22][C@@H:23]3[C@H:30]4[C@H:26]([O:27][CH2:28][CH2:29]4)[O:25][CH2:24]3)[CH2:1][C:2]3[CH:3]=[CH:4][CH:5]=[CH:6][CH:7]=3)(=[O:42])=[O:43])=[CH:40][C:35]=2[O:34][CH2:33]1. The yield is 0.390.